Dataset: Reaction yield outcomes from USPTO patents with 853,638 reactions. Task: Predict the reaction yield, written as a fraction of the theoretical maximum amount of product (1.0 means a 100% yield; for example, 0.34 means a 34% yield). (1) The reactants are [CH3:1][O:2][C:3]1[CH:12]=[CH:11][C:6]2[C:7](=[O:10])[CH2:8][O:9][C:5]=2[C:4]=1/[CH:13]=[CH:14]\[CH:15]1[CH2:20][CH2:19][N:18]([C:21]([O:23][C:24]([CH3:27])([CH3:26])[CH3:25])=[O:22])[CH2:17][CH2:16]1.[NH:28]1[C:36]2[C:31](=[CH:32][CH:33]=[CH:34][CH:35]=2)[C:30]([CH:37]=O)=[N:29]1. The catalyst is CO.N1CCCCC1. The product is [NH:28]1[C:36]2[C:31](=[CH:32][CH:33]=[CH:34][CH:35]=2)[C:30](/[CH:37]=[C:8]2\[O:9][C:5]3[C:4](/[CH:13]=[CH:14]\[CH:15]4[CH2:20][CH2:19][N:18]([C:21]([O:23][C:24]([CH3:27])([CH3:26])[CH3:25])=[O:22])[CH2:17][CH2:16]4)=[C:3]([O:2][CH3:1])[CH:12]=[CH:11][C:6]=3[C:7]\2=[O:10])=[N:29]1. The yield is 0.770. (2) The reactants are [I:1][C:2]1[CH:11]=[C:10]2[C:5]([C:6](=[O:15])[C:7](C(O)=O)=[CH:8][NH:9]2)=[CH:4][C:3]=1[CH3:16].C1C=CC(C2C=CC=CC=2)=CC=1.C1C=CC(OC2C=CC=CC=2)=CC=1. The catalyst is CCCCCCC. The product is [I:1][C:2]1[CH:11]=[C:10]2[C:5]([C:6](=[O:15])[CH:7]=[CH:8][NH:9]2)=[CH:4][C:3]=1[CH3:16]. The yield is 0.910.